Dataset: Full USPTO retrosynthesis dataset with 1.9M reactions from patents (1976-2016). Task: Predict the reactants needed to synthesize the given product. Given the product [CH3:1][C:2]1[C:6]([C:7]2[CH:12]=[C:11]([CH:10]=[CH:9][C:8]=2[O:16][CH3:17])[NH2:13])=[C:5]([CH3:18])[O:4][N:3]=1.[CH3:1][C:2]1[C:6]([C:7]2[CH:12]=[C:11]([NH2:13])[CH:10]=[CH:9][C:8]=2[O:16][CH3:17])=[C:5]([CH3:18])[O:4][N:3]=1, predict the reactants needed to synthesize it. The reactants are: [CH3:1][C:2]1[C:6]([C:7]2[CH:12]=[C:11]([N+:13]([O-])=O)[CH:10]=[CH:9][C:8]=2[O:16][CH3:17])=[C:5]([CH3:18])[O:4][N:3]=1.